This data is from Forward reaction prediction with 1.9M reactions from USPTO patents (1976-2016). The task is: Predict the product of the given reaction. (1) Given the reactants [CH:1]1([C:4]2[CH:5]=[N:6][C:7]([NH:14][C:15]3[C:24]4[C:19](=[CH:20][CH:21]=[C:22]([C:25]5[CH:30]=[CH:29][CH:28]=[CH:27][CH:26]=5)[CH:23]=4)[CH:18]=[CH:17][CH:16]=3)=[C:8]([CH:13]=2)[C:9]([O:11]C)=[O:10])[CH2:3][CH2:2]1.[OH-].[Na+], predict the reaction product. The product is: [CH:1]1([C:4]2[CH:5]=[N:6][C:7]([NH:14][C:15]3[C:24]4[C:19](=[CH:20][CH:21]=[C:22]([C:25]5[CH:30]=[CH:29][CH:28]=[CH:27][CH:26]=5)[CH:23]=4)[CH:18]=[CH:17][CH:16]=3)=[C:8]([CH:13]=2)[C:9]([OH:11])=[O:10])[CH2:2][CH2:3]1. (2) The product is: [C:15]1([S:12]([N:8]([CH2:7][C:6]([OH:21])=[O:5])[CH:9]([CH3:11])[CH3:10])(=[O:14])=[O:13])[CH:16]=[CH:17][CH:18]=[CH:19][CH:20]=1. Given the reactants C([O:5][C:6](=[O:21])[CH2:7][N:8]([S:12]([C:15]1[CH:20]=[CH:19][CH:18]=[CH:17][CH:16]=1)(=[O:14])=[O:13])[CH:9]([CH3:11])[CH3:10])(C)(C)C.Cl.O1CCOCC1, predict the reaction product.